From a dataset of Reaction yield outcomes from USPTO patents with 853,638 reactions. Predict the reaction yield, written as a fraction of the theoretical maximum amount of product (1.0 means a 100% yield; for example, 0.34 means a 34% yield). (1) The reactants are [N:1]1[CH:6]=[CH:5][CH:4]=[C:3]([N:7]2[C:15]3[C:10](=[CH:11][C:12]([O:16][C@H:17]([C:21]4[CH:26]=[CH:25][CH:24]=[CH:23][CH:22]=4)[C@H:18]([CH3:20])[NH2:19])=[CH:13][CH:14]=3)[CH:9]=[N:8]2)[CH:2]=1.C(N(CC)CC)C.[O:34]1[CH:38]=[CH:37][CH:36]=[C:35]1[C:39](Cl)=[O:40]. The catalyst is ClCCl. The product is [CH3:20][C@H:18]([NH:19][C:39]([C:35]1[O:34][CH:38]=[CH:37][CH:36]=1)=[O:40])[C@@H:17]([C:21]1[CH:22]=[CH:23][CH:24]=[CH:25][CH:26]=1)[O:16][C:12]1[CH:11]=[C:10]2[C:15](=[CH:14][CH:13]=1)[N:7]([C:3]1[CH:2]=[N:1][CH:6]=[CH:5][CH:4]=1)[N:8]=[CH:9]2. The yield is 0.486. (2) The yield is 0.250. The catalyst is CN(C)C=O. The reactants are [NH2:1][C:2]1[N:3]([CH3:22])[C:4](=[O:21])[C:5]2[C:10]([C:11]3[C:16]([CH3:17])=[CH:15][C:14]([CH3:18])=[CH:13][C:12]=3[CH3:19])=[CH:9][N:8]([CH3:20])[C:6]=2[N:7]=1.[H-].[Na+].Br[CH:26]([CH2:29][CH3:30])[CH2:27][CH3:28]. The product is [CH2:27]([CH:26]([NH:1][C:2]1[N:3]([CH3:22])[C:4](=[O:21])[C:5]2[C:10]([C:11]3[C:16]([CH3:17])=[CH:15][C:14]([CH3:18])=[CH:13][C:12]=3[CH3:19])=[CH:9][N:8]([CH3:20])[C:6]=2[N:7]=1)[CH2:29][CH3:30])[CH3:28]. (3) The reactants are C1(P(C2C=CC=CC=2)C2C=CC=CC=2)C=CC=CC=1.[NH2:20][C:21](=[O:40])[CH:22]([N:29]1[CH2:37][C:36]2[C:31](=[CH:32][CH:33]=[CH:34][C:35]=2[OH:38])[C:30]1=[O:39])[CH2:23][CH2:24][C:25]([O:27][CH3:28])=[O:26].[N:41]1([CH2:47][CH2:48][O:49][C:50]2[CH:55]=[CH:54][C:53]([CH2:56]O)=[CH:52][CH:51]=2)[CH2:46][CH2:45][O:44][CH2:43][CH2:42]1.N(C(OC(C)C)=O)=NC(OC(C)C)=O. The catalyst is C1COCC1.C(Cl)Cl. The product is [NH2:20][C:21](=[O:40])[CH:22]([N:29]1[CH2:37][C:36]2[C:31](=[CH:32][CH:33]=[CH:34][C:35]=2[O:38][CH2:56][C:53]2[CH:54]=[CH:55][C:50]([O:49][CH2:48][CH2:47][N:41]3[CH2:46][CH2:45][O:44][CH2:43][CH2:42]3)=[CH:51][CH:52]=2)[C:30]1=[O:39])[CH2:23][CH2:24][C:25]([O:27][CH3:28])=[O:26]. The yield is 0.710.